This data is from Forward reaction prediction with 1.9M reactions from USPTO patents (1976-2016). The task is: Predict the product of the given reaction. The product is: [N+:12]([C:8]1[CH:7]=[C:6]2[C:11]([CH:2]([CH3:1])[CH2:3][CH2:4][NH:5]2)=[CH:10][CH:9]=1)([O-:14])=[O:13]. Given the reactants [CH3:1][CH:2]1[C:11]2[C:6](=[CH:7][CH:8]=[CH:9][CH:10]=2)[NH:5][CH2:4][CH2:3]1.[N+:12]([O-])([OH:14])=[O:13], predict the reaction product.